Dataset: Catalyst prediction with 721,799 reactions and 888 catalyst types from USPTO. Task: Predict which catalyst facilitates the given reaction. (1) Reactant: [C:1]1([C@H:13]2[CH2:18][CH2:17][C@H:16]([NH:19][CH2:20][C:21]([F:24])([F:23])[F:22])[CH2:15][CH2:14]2)[N:2]=[N:3][N:4]2[C:9]=1[C:8]1[CH:10]=[CH:11][NH:12][C:7]=1[N:6]=[CH:5]2.[CH:25]1([CH:28]=O)[CH2:27][CH2:26]1.B.N1C=CC=CC=1C.[OH-].[Na+]. Product: [CH:25]1([CH2:28][N:19]([CH2:20][C:21]([F:23])([F:22])[F:24])[C@H:16]2[CH2:15][CH2:14][C@H:13]([C:1]3[N:2]=[N:3][N:4]4[C:9]=3[C:8]3[CH:10]=[CH:11][NH:12][C:7]=3[N:6]=[CH:5]4)[CH2:18][CH2:17]2)[CH2:27][CH2:26]1. The catalyst class is: 130. (2) Reactant: [CH3:1][O:2][C:3]1[CH:8]=[CH:7][C:6]([C:9]([F:12])([F:11])[F:10])=[CH:5][C:4]=1[N+:13]([O-])=O. Product: [CH3:1][O:2][C:3]1[CH:8]=[CH:7][C:6]([C:9]([F:10])([F:11])[F:12])=[CH:5][C:4]=1[NH2:13]. The catalyst class is: 19.